This data is from Peptide-MHC class I binding affinity with 185,985 pairs from IEDB/IMGT. The task is: Regression. Given a peptide amino acid sequence and an MHC pseudo amino acid sequence, predict their binding affinity value. This is MHC class I binding data. (1) The peptide sequence is IINAHRIPK. The MHC is HLA-A69:01 with pseudo-sequence HLA-A69:01. The binding affinity (normalized) is 0.0847. (2) The peptide sequence is LQFIVFLLL. The MHC is HLA-A29:02 with pseudo-sequence HLA-A29:02. The binding affinity (normalized) is 0.219.